From a dataset of Full USPTO retrosynthesis dataset with 1.9M reactions from patents (1976-2016). Predict the reactants needed to synthesize the given product. (1) Given the product [Br:6][C:7]1[CH:8]=[C:9]([CH:14]2[CH2:19][CH:18]([O:20][S:2]([CH3:1])(=[O:4])=[O:3])[CH2:17][CH2:16][O:15]2)[CH:10]=[CH:11][C:12]=1[F:13], predict the reactants needed to synthesize it. The reactants are: [CH3:1][S:2](Cl)(=[O:4])=[O:3].[Br:6][C:7]1[CH:8]=[C:9]([CH:14]2[CH2:19][CH:18]([OH:20])[CH2:17][CH2:16][O:15]2)[CH:10]=[CH:11][C:12]=1[F:13].CCN(C(C)C)C(C)C. (2) Given the product [C:12]([C:9]1[CH:8]=[C:7]([CH2:16][CH2:17][NH2:18])[CH:6]=[C:5]([C:1]([CH3:4])([CH3:3])[CH3:2])[C:10]=1[OH:11])([CH3:15])([CH3:14])[CH3:13], predict the reactants needed to synthesize it. The reactants are: [C:1]([C:5]1[CH:6]=[C:7]([CH2:16][C:17]#[N:18])[CH:8]=[C:9]([C:12]([CH3:15])([CH3:14])[CH3:13])[C:10]=1[OH:11])([CH3:4])([CH3:3])[CH3:2].[H-].[H-].[H-].[H-].[Li+].[Al+3].[OH-].[Na+]. (3) Given the product [C:1]([O-:12])(=[O:11])[C:2]1[CH:10]=[CH:9][C:5]([C:6]([O-:8])=[O:7])=[CH:4][CH:3]=1.[Li+:17].[Li+:17], predict the reactants needed to synthesize it. The reactants are: [C:1]([OH:12])(=[O:11])[C:2]1[CH:10]=[CH:9][C:5]([C:6]([OH:8])=[O:7])=[CH:4][CH:3]=1.C(=O)([O-])[O-].[Li+:17].[Li+].